From a dataset of Forward reaction prediction with 1.9M reactions from USPTO patents (1976-2016). Predict the product of the given reaction. (1) The product is: [NH:13]1[CH:14]=[C:10]([CH:8]([C:4]2[CH:5]=[CH:6][CH:7]=[C:2]([CH3:1])[N:3]=2)[CH3:9])[N:11]=[CH:12]1. Given the reactants [CH3:1][C:2]1[CH:7]=[CH:6][CH:5]=[C:4]([C:8]([C:10]2[N:11]=[CH:12][N:13](C(C3C=CC=CC=3)(C3C=CC=CC=3)C3C=CC=CC=3)[CH:14]=2)=[CH2:9])[N:3]=1, predict the reaction product. (2) The product is: [F:17][B-:16]([F:20])([F:19])[F:18].[Br:1][C:2]1[C:3]([CH3:9])=[C:4]([N+:5]#[N:11])[CH:6]=[CH:7][CH:8]=1. Given the reactants [Br:1][C:2]1[C:3]([CH3:9])=[C:4]([CH:6]=[CH:7][CH:8]=1)[NH2:5].Cl.[N:11]([O-])=O.[Na+].[H+].[B-:16]([F:20])([F:19])([F:18])[F:17], predict the reaction product. (3) Given the reactants Br[C:2]1[C:11]2[C:6](=[CH:7][CH:8]=[C:9]([C:12]3[CH:13]=[N:14][N:15]([CH3:17])[CH:16]=3)[CH:10]=2)[C:5](=[O:18])[N:4]([CH3:19])[CH:3]=1.[CH3:20][C:21]1([CH3:37])[C:25]([CH3:27])([CH3:26])[O:24][B:23]([B:23]2[O:24][C:25]([CH3:27])([CH3:26])[C:21]([CH3:37])([CH3:20])[O:22]2)[O:22]1.CC([O-])=O.[K+], predict the reaction product. The product is: [CH3:19][N:4]1[CH:3]=[C:2]([B:23]2[O:24][C:25]([CH3:27])([CH3:26])[C:21]([CH3:37])([CH3:20])[O:22]2)[C:11]2[C:6](=[CH:7][CH:8]=[C:9]([C:12]3[CH:13]=[N:14][N:15]([CH3:17])[CH:16]=3)[CH:10]=2)[C:5]1=[O:18]. (4) Given the reactants [H-].[Na+].[N:3]1[N:4]=[CH:5][N:6]([NH:8][C:9]2[CH:16]=[CH:15][C:12]([C:13]#[N:14])=[CH:11][CH:10]=2)[CH:7]=1.[Br:17][CH2:18][CH2:19]Br.C(OCC)(=O)C, predict the reaction product. The product is: [Br:17][CH2:18][CH2:19][N:8]([N:6]1[CH:5]=[N:4][N:3]=[CH:7]1)[C:9]1[CH:10]=[CH:11][C:12]([C:13]#[N:14])=[CH:15][CH:16]=1. (5) Given the reactants [Br:1][C:2]1[CH:3]=[CH:4][C:5]([Cl:19])=[C:6]([CH2:8][C:9]2[S:13][C:12]3[CH:14]=[C:15]([OH:18])[CH:16]=[CH:17][C:11]=3[CH:10]=2)[CH:7]=1.Cl[C:21]([F:27])([F:26])C(OC)=O.C(=O)([O-])[O-].[K+].[K+].Cl, predict the reaction product. The product is: [Br:1][C:2]1[CH:3]=[CH:4][C:5]([Cl:19])=[C:6]([CH2:8][C:9]2[S:13][C:12]3[CH:14]=[C:15]([O:18][CH:21]([F:27])[F:26])[CH:16]=[CH:17][C:11]=3[CH:10]=2)[CH:7]=1. (6) Given the reactants [C:1]([C@@H:3]1[CH2:7][O:6]C(C)(C)[N:4]1C(OC(C)(C)C)=O)#[CH:2].[F:17][C:18]([F:23])([F:22])[C:19]([OH:21])=[O:20], predict the reaction product. The product is: [F:17][C:18]([F:23])([F:22])[C:19]([OH:21])=[O:20].[NH2:4][C@H:3]([C:1]#[CH:2])[CH2:7][OH:6]. (7) Given the reactants [OH:1][C:2]1[CH:7]=[CH:6][CH:5]=[CH:4][C:3]=1[C:8]1[O:9][C:10]2[CH:18]=[CH:17][CH:16]=[CH:15][C:11]=2[C:12](=O)[N:13]=1.[NH:19]([C:21]1[CH:29]=[CH:28][C:24]([C:25]([OH:27])=[O:26])=[CH:23][CH:22]=1)[NH2:20].C(O)C.S([O-])(O)(=O)=O.[K+], predict the reaction product. The product is: [CH:16]1[CH:17]=[CH:18][C:10]([OH:9])=[C:11]([C:12]2[N:13]=[C:8]([C:3]3[CH:4]=[CH:5][CH:6]=[CH:7][C:2]=3[OH:1])[N:19]([C:21]3[CH:29]=[CH:28][C:24]([C:25]([OH:27])=[O:26])=[CH:23][CH:22]=3)[N:20]=2)[CH:15]=1. (8) Given the reactants CS(O[CH:6]1[CH2:10][CH2:9][N:8]([C:11]2[CH:16]=[CH:15][C:14]([Br:17])=[CH:13][N:12]=2)[CH2:7]1)(=O)=O.[NH:18]1[CH2:22][CH2:21][CH2:20][CH2:19]1, predict the reaction product. The product is: [Br:17][C:14]1[CH:15]=[CH:16][C:11]([N:8]2[CH2:9][CH2:10][CH:6]([N:18]3[CH2:22][CH2:21][CH2:20][CH2:19]3)[CH2:7]2)=[N:12][CH:13]=1.